Dataset: Forward reaction prediction with 1.9M reactions from USPTO patents (1976-2016). Task: Predict the product of the given reaction. (1) Given the reactants [N+:1]([C:4]1[CH:9]=[CH:8][C:7]([C:10]2[S:14][C:13]([CH:15]3[CH2:20][CH2:19][N:18](C(OC(C)(C)C)=O)[CH2:17][CH2:16]3)=[N:12][CH:11]=2)=[CH:6][CH:5]=1)([O-:3])=[O:2].[ClH:28], predict the reaction product. The product is: [ClH:28].[N+:1]([C:4]1[CH:5]=[CH:6][C:7]([C:10]2[S:14][C:13]([CH:15]3[CH2:20][CH2:19][NH:18][CH2:17][CH2:16]3)=[N:12][CH:11]=2)=[CH:8][CH:9]=1)([O-:3])=[O:2]. (2) Given the reactants C(OC(=O)[CH:5]([C:16]#[N:17])[C:6]1[CH:7]=[N:8][C:9]([C:12](F)(F)F)=N[CH:11]=1)C.BrCC1CC1.[Na+].[I-].C1COCC1.[NH4+].[Cl-:32], predict the reaction product. The product is: [Cl:32][C:12]1[CH:11]=[C:6]([CH2:5][C:16]#[N:17])[CH:7]=[N:8][CH:9]=1. (3) Given the reactants [CH:1]([N:4]1[C:13]2[N:12]=[C:11]([NH:14][C:15]3[C:23]([O:24][CH3:25])=[CH:22][C:18]([C:19](O)=[O:20])=[CH:17][CH:16]=3)[N:10]=[CH:9][C:8]=2[N:7]2[CH:26]=[N:27][C:28]([C:29]#[N:30])=[C:6]2[C@H:5]1[CH2:31][CH3:32])([CH3:3])[CH3:2].Cl.[CH2:34]([N:36]1[CH2:41][CH2:40][CH:39]([N:42]2[CH2:47][CH2:46][CH:45]([NH2:48])[CH2:44][CH2:43]2)[CH2:38][CH2:37]1)[CH3:35], predict the reaction product. The product is: [C:29]([C:28]1[N:27]=[CH:26][N:7]2[C:6]=1[C@@H:5]([CH2:31][CH3:32])[N:4]([CH:1]([CH3:2])[CH3:3])[C:13]1[N:12]=[C:11]([NH:14][C:15]3[CH:16]=[CH:17][C:18]([C:19]([NH:48][CH:45]4[CH2:44][CH2:43][N:42]([CH:39]5[CH2:40][CH2:41][N:36]([CH2:34][CH3:35])[CH2:37][CH2:38]5)[CH2:47][CH2:46]4)=[O:20])=[CH:22][C:23]=3[O:24][CH3:25])[N:10]=[CH:9][C:8]2=1)#[N:30].